Dataset: Forward reaction prediction with 1.9M reactions from USPTO patents (1976-2016). Task: Predict the product of the given reaction. (1) The product is: [CH3:17][O:16][C:9]1[CH:10]=[C:11]([CH:14]=[CH:15][C:8]=1[N:22]1[CH:23]=[C:19]([CH3:18])[N:20]=[CH:21]1)[CH:12]=[O:13].[CH3:17][O:16][C:9]1[CH:10]=[C:11]([CH:14]=[CH:15][C:8]=1[N:20]1[C:19]([CH3:18])=[CH:23][N:22]=[CH:21]1)[CH:12]=[O:13]. Given the reactants C(=O)([O-])[O-].[K+].[K+].F[C:8]1[CH:15]=[CH:14][C:11]([CH:12]=[O:13])=[CH:10][C:9]=1[O:16][CH3:17].[CH3:18][C:19]1[N:20]=[CH:21][NH:22][CH:23]=1, predict the reaction product. (2) The product is: [CH:1]1([NH:7][CH2:8][C:9]([N:11]2[C:20]3[C:15](=[CH:16][CH:17]=[C:18]([C:21]([OH:23])=[O:22])[CH:19]=3)[N:14]([CH:28]3[CH2:30][CH2:29]3)[C:13](=[O:31])[CH2:12]2)=[O:10])[CH2:5][CH2:4][CH2:3][CH2:2]1. Given the reactants [CH:1]1([NH:7][CH2:8][C:9]([N:11]2[C:20]3[C:15](=[CH:16][CH:17]=[C:18]([C:21]([O:23]C(C)(C)C)=[O:22])[CH:19]=3)[N:14]([CH:28]3[CH2:30][CH2:29]3)[C:13](=[O:31])[CH2:12]2)=[O:10])C[CH2:5][CH2:4][CH2:3][CH2:2]1.FC(F)(F)C(O)=O, predict the reaction product. (3) Given the reactants [OH:1][C@H:2]([C:37]1[CH:42]=[CH:41][CH:40]=[CH:39][CH:38]=1)[C@H:3]1[CH2:7][CH2:6][C@@H:5]([CH2:8][C:9]2[CH:14]=[CH:13][C:12]([C:15]([N:17]3[CH2:22][CH2:21][N:20]([CH2:23][C:24]4[CH:29]=[CH:28][CH:27]=[CH:26][N:25]=4)[CH2:19][CH2:18]3)=[O:16])=[CH:11][CH:10]=2)[N:4]1C(OC(C)(C)C)=O.FC(F)(F)C(O)=O, predict the reaction product. The product is: [C:37]1([C@H:2]([C@H:3]2[CH2:7][CH2:6][C@@H:5]([CH2:8][C:9]3[CH:14]=[CH:13][C:12]([C:15]([N:17]4[CH2:18][CH2:19][N:20]([CH2:23][C:24]5[CH:29]=[CH:28][CH:27]=[CH:26][N:25]=5)[CH2:21][CH2:22]4)=[O:16])=[CH:11][CH:10]=3)[NH:4]2)[OH:1])[CH:42]=[CH:41][CH:40]=[CH:39][CH:38]=1. (4) Given the reactants O[C:2]1[CH:7]=C(O)[N:5]=[C:4]([CH3:9])[N:3]=1.P(Cl)(Cl)([Cl:12])=O.Cl[CH2:16][Cl:17], predict the reaction product. The product is: [Cl:12][C:2]1[CH:7]=[C:16]([Cl:17])[N:5]=[C:4]([CH3:9])[N:3]=1. (5) Given the reactants C([O:5][C:6](=[O:21])[CH2:7][N:8]([C:11](=[O:20])[NH:12][CH2:13][C:14]1[CH:19]=[CH:18][CH:17]=[CH:16][CH:15]=1)[NH:9][CH3:10])(C)(C)C.O1CCOCC1, predict the reaction product. The product is: [CH2:13]([NH:12][C:11]([N:8]([CH2:7][C:6]([OH:21])=[O:5])[NH:9][CH3:10])=[O:20])[C:14]1[CH:15]=[CH:16][CH:17]=[CH:18][CH:19]=1.